Task: Predict the reaction yield, written as a fraction of the theoretical maximum amount of product (1.0 means a 100% yield; for example, 0.34 means a 34% yield).. Dataset: Reaction yield outcomes from USPTO patents with 853,638 reactions (1) The reactants are [C:1]([C:5]1[Se:6][C:7]([C:12]([CH3:15])([CH3:14])[CH3:13])=[CH:8][C:9](=O)[CH:10]=1)([CH3:4])([CH3:3])[CH3:2].S1(=O)C=CC=C[CH2:17]1.C[Mg]Br.[F:26][P-:27]([F:32])([F:31])([F:30])([F:29])[F:28].[H+]. The catalyst is O1CCCC1.CCOCC. The product is [F:26][P-:27]([F:32])([F:31])([F:30])([F:29])[F:28].[C:1]([C:5]1[CH:10]=[C:9]([CH3:17])[CH:8]=[C:7]([C:12]([CH3:15])([CH3:14])[CH3:13])[Se+:6]=1)([CH3:4])([CH3:3])[CH3:2]. The yield is 0.760. (2) The reactants are Cl[C:2]1[CH:12]=[CH:11][C:5]([C:6]([O:8][CH2:9][CH3:10])=[O:7])=[CH:4][C:3]=1[N+:13]([O-:15])=[O:14].C([O-])([O-])=O.[K+].[K+].[CH:22]1([NH2:28])[CH2:27][CH2:26][CH2:25][CH2:24][CH2:23]1. No catalyst specified. The product is [CH:22]1([NH:28][C:2]2[CH:12]=[CH:11][C:5]([C:6]([O:8][CH2:9][CH3:10])=[O:7])=[CH:4][C:3]=2[N+:13]([O-:15])=[O:14])[CH2:27][CH2:26][CH2:25][CH2:24][CH2:23]1. The yield is 0.770.